Dataset: Full USPTO retrosynthesis dataset with 1.9M reactions from patents (1976-2016). Task: Predict the reactants needed to synthesize the given product. (1) Given the product [O:14]=[C:13]1[NH:12][C@H:11]2[CH2:10][S:9][C@@H:8]([CH2:7][CH2:6][CH2:5][CH2:4][C:2]([NH:48][CH2:49][CH2:50][CH2:51][CH2:52][CH2:53][C:54]([O:56][C:57]3[CH:58]=[C:59]4[C:63](=[CH:64][CH:65]=3)[NH:62][CH:61]=[C:60]4[CH2:66][CH2:67][NH:68][C:69]3[N:77]=[C:76]([C:78]4[C:79]5[CH:86]=[CH:85][CH:84]=[CH:83][C:80]=5[S:81][CH:82]=4)[N:75]=[C:74]4[C:70]=3[N:71]=[CH:72][N:73]4[CH:87]([CH3:89])[CH3:88])=[O:55])=[O:3])[C@H:16]2[NH:15]1, predict the reactants needed to synthesize it. The reactants are: O[C:2]([CH2:4][CH2:5][CH2:6][CH2:7][C@H:8]1[C@@H:16]2[C@@H:11]([NH:12][C:13]([NH:15]2)=[O:14])[CH2:10][S:9]1)=[O:3].CCN(CC)CC.CN(C(ON1N=NC2C=CC=NC1=2)=[N+](C)C)C.F[P-](F)(F)(F)(F)F.[NH2:48][CH2:49][CH2:50][CH2:51][CH2:52][CH2:53][C:54]([O:56][C:57]1[CH:58]=[C:59]2[C:63](=[CH:64][CH:65]=1)[NH:62][CH:61]=[C:60]2[CH2:66][CH2:67][NH:68][C:69]1[N:77]=[C:76]([C:78]2[C:79]3[CH:86]=[CH:85][CH:84]=[CH:83][C:80]=3[S:81][CH:82]=2)[N:75]=[C:74]2[C:70]=1[N:71]=[CH:72][N:73]2[CH:87]([CH3:89])[CH3:88])=[O:55]. (2) The reactants are: O[C:2]1([C:8]2[N:13]=[CH:12][C:11]([OH:14])=[CH:10][CH:9]=2)[CH2:7][CH2:6][CH2:5][CH2:4][CH2:3]1.O.C1(C)C=CC(S(O)(=O)=O)=CC=1.O.C([O-])(O)=O.[Na+]. Given the product [C:2]1([C:8]2[N:13]=[CH:12][C:11]([OH:14])=[CH:10][CH:9]=2)[CH2:7][CH2:6][CH2:5][CH2:4][CH:3]=1, predict the reactants needed to synthesize it. (3) Given the product [OH:42][C:39]([CH3:41])([CH3:40])[CH2:38][C:34]1[CH:33]=[C:32]([CH:37]=[CH:36][CH:35]=1)[CH2:31][N:21]1[CH:22]=[C:17]([C:15]2[O:14][N:13]=[C:12]([C:9]3[CH:10]=[CH:11][C:6]([O:5][C:4]([F:3])([F:24])[F:25])=[CH:7][CH:8]=3)[N:16]=2)[CH:18]=[CH:19][C:20]1=[O:23], predict the reactants needed to synthesize it. The reactants are: [H-].[Na+].[F:3][C:4]([F:25])([F:24])[O:5][C:6]1[CH:11]=[CH:10][C:9]([C:12]2[N:16]=[C:15]([C:17]3[CH:18]=[CH:19][C:20](=[O:23])[NH:21][CH:22]=3)[O:14][N:13]=2)=[CH:8][CH:7]=1.CS(O[CH2:31][C:32]1[CH:37]=[CH:36][CH:35]=[C:34]([CH2:38][C:39]([OH:42])([CH3:41])[CH3:40])[CH:33]=1)(=O)=O.O. (4) The reactants are: [NH2:1][C:2]1[N:3]=[C:4]([NH:20][C:21]2[CH:26]=[CH:25][C:24]([S:27](=[O:30])(=[O:29])[NH2:28])=[CH:23][CH:22]=2)[S:5][C:6]=1[C:7]([C:9]1[CH:19]=[CH:18][C:12]([C:13]([O:15]CC)=[O:14])=[CH:11][CH:10]=1)=[O:8].[OH-].[Na+].Cl. Given the product [NH2:1][C:2]1[N:3]=[C:4]([NH:20][C:21]2[CH:26]=[CH:25][C:24]([S:27](=[O:29])(=[O:30])[NH2:28])=[CH:23][CH:22]=2)[S:5][C:6]=1[C:7]([C:9]1[CH:10]=[CH:11][C:12]([C:13]([OH:15])=[O:14])=[CH:18][CH:19]=1)=[O:8], predict the reactants needed to synthesize it.